From a dataset of Reaction yield outcomes from USPTO patents with 853,638 reactions. Predict the reaction yield, written as a fraction of the theoretical maximum amount of product (1.0 means a 100% yield; for example, 0.34 means a 34% yield). The reactants are [CH3:1][O:2][C:3]1[CH:4]=[C:5]2[C:10](=[CH:11][CH:12]=1)[CH:9]=[C:8]([C:13]#[C:14]C(C)(O)C)[CH:7]=[CH:6]2.[OH-].[Na+].O. The catalyst is C1(C)C=CC=CC=1. The product is [C:13]([C:8]1[CH:7]=[CH:6][C:5]2[C:10](=[CH:11][CH:12]=[C:3]([O:2][CH3:1])[CH:4]=2)[CH:9]=1)#[CH:14]. The yield is 0.800.